Dataset: Catalyst prediction with 721,799 reactions and 888 catalyst types from USPTO. Task: Predict which catalyst facilitates the given reaction. (1) Reactant: Br[C:2]1[N:3]=[C:4]([C:9]2[N:10]([CH2:18][CH3:19])[C:11]3[CH:16]=[CH:15][N:14]=[CH:13][C:12]=3[N:17]=2)[C:5]([NH2:8])=[N:6][CH:7]=1.[C:20]([CH2:23][CH2:24][C:25]1[CH:30]=[CH:29][C:28](B(O)O)=[CH:27][CH:26]=1)([OH:22])=[O:21].C([O-])([O-])=O.[K+].[K+]. Product: [NH2:8][C:5]1[N:6]=[CH:7][C:2]([C:28]2[CH:29]=[CH:30][C:25]([CH2:24][CH2:23][C:20]([OH:22])=[O:21])=[CH:26][CH:27]=2)=[N:3][C:4]=1[C:9]1[N:10]([CH2:18][CH3:19])[C:11]2[CH:16]=[CH:15][N:14]=[CH:13][C:12]=2[N:17]=1. The catalyst class is: 558. (2) Reactant: [NH2:1][C:2]1[N:7]=[CH:6][C:5]([C:8]2[CH:9]=[C:10]([CH2:14][OH:15])[CH:11]=[CH:12][CH:13]=2)=[CH:4][CH:3]=1.N1C=CN=C1.[C:21]([Si:25](Cl)([CH3:27])[CH3:26])([CH3:24])([CH3:23])[CH3:22]. Product: [Si:25]([O:15][CH2:14][C:10]1[CH:9]=[C:8]([C:5]2[CH:4]=[CH:3][C:2]([NH2:1])=[N:7][CH:6]=2)[CH:13]=[CH:12][CH:11]=1)([C:21]([CH3:24])([CH3:23])[CH3:22])([CH3:27])[CH3:26]. The catalyst class is: 7. (3) Reactant: [Br:1][C:2]1[CH:7]=[CH:6][CH:5]=[C:4]([CH3:8])[C:3]=1[Cl:9].C1C(=O)N([Br:17])C(=O)C1.CC(N=NC(C#N)(C)C)(C#N)C. Product: [Br:1][C:2]1[CH:7]=[CH:6][CH:5]=[C:4]([CH2:8][Br:17])[C:3]=1[Cl:9]. The catalyst class is: 53. (4) Reactant: [N+:1]([C:4]1[C:9](C(OCC2C=CC=CC=2)C([O-])=O)=[C:8]([O:22][CH3:23])[C:7]([O:24][CH3:25])=[C:6]([O:26][CH3:27])[CH:5]=1)([O-])=O. Product: [OH:24][CH2:7][C:8]1[O:22][C:9]2[C:8]([O:22][CH3:23])=[C:7]([O:24][CH3:25])[C:6]([O:26][CH3:27])=[CH:5][C:4]=2[N:1]=1. The catalyst class is: 19. (5) Reactant: O[CH:2]=[C:3]1[C:11]2[C:6](=[CH:7][C:8]([C:12]([C:14]3[CH:19]=[CH:18][C:17]([NH:20][C:21]([C:23]4[S:24][C:25]([C:28](=[O:30])[CH3:29])=[CH:26][CH:27]=4)=[O:22])=[CH:16][CH:15]=3)=[O:13])=[CH:9][CH:10]=2)[NH:5][C:4]1=[O:31].[NH2:32][C:33]1[CH:34]=[CH:35][C:36]([CH3:40])=[C:37]([OH:39])[CH:38]=1. Product: [OH:39][C:37]1[CH:38]=[C:33]([NH:32][CH:2]=[C:3]2[C:11]3[C:6](=[CH:7][C:8]([C:12]([C:14]4[CH:15]=[CH:16][C:17]([NH:20][C:21]([C:23]5[S:24][C:25]([C:28](=[O:30])[CH3:29])=[CH:26][CH:27]=5)=[O:22])=[CH:18][CH:19]=4)=[O:13])=[CH:9][CH:10]=3)[NH:5][C:4]2=[O:31])[CH:34]=[CH:35][C:36]=1[CH3:40]. The catalyst class is: 1. (6) Reactant: [C:1](#[N:5])[CH2:2][C:3]#[N:4].C([O-])([O-])=O.[K+].[K+].Cl[C:13]1[N:18]=[C:17]([O:19][CH2:20][C@H:21]2[CH2:23][C:22]2([F:25])[F:24])[N:16]=[C:15]([N:26]2[CH2:31][CH2:30][CH:29]([C:32]3[C:40]4[C:35](=[N:36][CH:37]=[CH:38][CH:39]=4)[NH:34][N:33]=3)[CH2:28][CH2:27]2)[N:14]=1.C(Cl)Cl. Product: [F:24][C:22]1([F:25])[CH2:23][C@@H:21]1[CH2:20][O:19][C:17]1[N:16]=[C:15]([N:26]2[CH2:31][CH2:30][CH:29]([C:32]3[C:40]4[C:35](=[N:36][CH:37]=[CH:38][CH:39]=4)[NH:34][N:33]=3)[CH2:28][CH2:27]2)[N:14]=[C:13]([CH:2]([C:1]#[N:5])[C:3]#[N:4])[N:18]=1. The catalyst class is: 881. (7) Reactant: [Cl:1][C:2]1[C:3]([NH:23][C:24]2[CH:28]=[C:27]([CH3:29])[NH:26][N:25]=2)=[N:4][C:5]([NH:8][C:9]2[CH:14]=[C:13]([CH3:15])[C:12]([CH:16]3[CH2:21][CH2:20][NH:19][CH2:18][CH2:17]3)=[CH:11][C:10]=2[F:22])=[N:6][CH:7]=1.Cl[CH2:31][C:32](Cl)=[O:33].C(N(CC)CC)C.[CH3:42][N:43]1[CH2:48][CH2:47][NH:46][CH2:45][CH2:44]1. Product: [Cl:1][C:2]1[C:3]([NH:23][C:24]2[CH:28]=[C:27]([CH3:29])[NH:26][N:25]=2)=[N:4][C:5]([NH:8][C:9]2[C:10]([F:22])=[CH:11][C:12]([CH:16]3[CH2:17][CH2:18][N:19]([C:32](=[O:33])[CH2:31][N:46]4[CH2:47][CH2:48][N:43]([CH3:42])[CH2:44][CH2:45]4)[CH2:20][CH2:21]3)=[C:13]([CH3:15])[CH:14]=2)=[N:6][CH:7]=1. The catalyst class is: 59.